This data is from Forward reaction prediction with 1.9M reactions from USPTO patents (1976-2016). The task is: Predict the product of the given reaction. Given the reactants [N+:1]([C:4]1[CH:9]=[CH:8][C:7]([F:10])=[CH:6][C:5]=1[OH:11])([O-:3])=[O:2].Br[CH:13]([CH3:19])[C:14]([O:16][CH2:17][CH3:18])=[O:15].C(=O)([O-])[O-].[K+].[K+], predict the reaction product. The product is: [N+:1]([C:4]1[CH:9]=[CH:8][C:7]([F:10])=[CH:6][C:5]=1[O:11][CH:13]([CH3:19])[C:14]([O:16][CH2:17][CH3:18])=[O:15])([O-:3])=[O:2].